From a dataset of Full USPTO retrosynthesis dataset with 1.9M reactions from patents (1976-2016). Predict the reactants needed to synthesize the given product. (1) Given the product [CH3:11][N:7]1[CH2:8][CH2:9][CH2:10][N:5]2[C:4](=[O:13])[N:3]=[C:2]([O:14][CH2:15][C:16]3[CH:17]=[CH:18][C:19]([O:24][C:25]4[CH:30]=[CH:29][CH:28]=[C:27]([C:31]([F:32])([F:33])[F:34])[CH:26]=4)=[C:20]([CH:23]=3)[C:21]#[N:22])[CH:12]=[C:6]12, predict the reactants needed to synthesize it. The reactants are: Cl[C:2]1[CH:12]=[C:6]2[N:7]([CH3:11])[CH2:8][CH2:9][CH2:10][N:5]2[C:4](=[O:13])[N:3]=1.[OH:14][CH2:15][C:16]1[CH:17]=[CH:18][C:19]([O:24][C:25]2[CH:30]=[CH:29][CH:28]=[C:27]([C:31]([F:34])([F:33])[F:32])[CH:26]=2)=[C:20]([CH:23]=1)[C:21]#[N:22].[H-].[Na+].Cl. (2) Given the product [C:1]([NH:9][C:10]1[CH:33]=[CH:32][N:13]([C@@H:14]2[O:31][C@H:21]([CH2:22][OH:23])[C@@H:16]([O:17][CH2:18][N:66]=[N+:67]=[N-:68])[CH2:15]2)[C:12](=[O:34])[N:11]=1)(=[O:8])[C:2]1[CH:3]=[CH:4][CH:5]=[CH:6][CH:7]=1, predict the reactants needed to synthesize it. The reactants are: [C:1]([NH:9][C:10]1[CH:33]=[CH:32][N:13]([C@@H:14]2[O:31][C@H:21]([CH2:22][O:23][Si](C(C)(C)C)(C)C)[C@@H:16]([O:17][CH2:18]SC)[CH2:15]2)[C:12](=[O:34])[N:11]=1)(=[O:8])[C:2]1[CH:7]=[CH:6][CH:5]=[CH:4][CH:3]=1.C(NC1C=CN([C@@H]2O[C@H](CO[Si](C(C)(C)C)(C)C)[C@@H](O)C2)C(=O)N=1)(=O)C1C=CC=CC=1.[N-:66]=[N+:67]=[N-:68].[Na+].[NH4+].[F-].